Dataset: Full USPTO retrosynthesis dataset with 1.9M reactions from patents (1976-2016). Task: Predict the reactants needed to synthesize the given product. (1) Given the product [N+:13]([O:12][CH:10]([CH3:11])[CH2:9][CH2:8][CH2:7][C:6]([O:5][CH:1]([Cl:21])[CH3:2])=[O:16])([O-:15])=[O:14], predict the reactants needed to synthesize it. The reactants are: [C:1]([O:5][C:6](=[O:16])[CH2:7][CH2:8][CH2:9][CH:10]([O:12][N+:13]([O-:15])=[O:14])[CH3:11])(C)(C)[CH3:2].C(Cl)(C([Cl:21])=O)=O.CN(C=O)C.C(=O)C. (2) Given the product [Br:1][C:2]1[N:6]2[CH:7]=[CH:8][CH:9]=[CH:10][C:5]2=[N:4][C:3]=1[CH2:11][NH:12][CH:21]1[C:22]2[N:13]=[CH:14][CH:15]=[CH:16][C:17]=2[CH2:18][CH2:19][CH2:20]1, predict the reactants needed to synthesize it. The reactants are: [Br:1][C:2]1[N:6]2[CH:7]=[CH:8][CH:9]=[CH:10][C:5]2=[N:4][C:3]=1[CH2:11][NH2:12].[N:13]1[C:22]2[C:21](=O)[CH2:20][CH2:19][CH2:18][C:17]=2[CH:16]=[CH:15][CH:14]=1.C(O[BH-](OC(=O)C)OC(=O)C)(=O)C.[Na+].C(O)(=O)C.C(=O)([O-])[O-].[Na+].[Na+]. (3) Given the product [CH3:20][S:21]([O:10][CH2:9][CH2:8][C:5]1[CH:6]=[CH:7][C:2]([Br:1])=[CH:3][CH:4]=1)(=[O:23])=[O:22], predict the reactants needed to synthesize it. The reactants are: [Br:1][C:2]1[CH:7]=[CH:6][C:5]([CH2:8][CH2:9][OH:10])=[CH:4][CH:3]=1.CCN(C(C)C)C(C)C.[CH3:20][S:21](Cl)(=[O:23])=[O:22]. (4) The reactants are: O[CH:2]([CH2:8][CH2:9][CH2:10][CH3:11])[C:3]([O:5]CC)=[O:4].[Cl:12][C:13]1[CH:14]=[C:15]([OH:20])[CH:16]=[CH:17][C:18]=1[Cl:19].[NH2:21][C:22]1[S:23][CH:24]=[CH:25][N:26]=1. Given the product [Cl:12][C:13]1[CH:14]=[C:15]([CH:16]=[CH:17][C:18]=1[Cl:19])[O:20][CH:2]([CH2:8][CH2:9][CH2:10][CH3:11])[C:3]([OH:5])=[O:4].[S:23]1[CH:24]=[CH:25][N:26]=[C:22]1[NH:21][C:3](=[O:5])[CH:2]([O:20][C:15]1[CH:16]=[CH:17][C:18]([Cl:19])=[C:13]([Cl:12])[CH:14]=1)[CH2:8][CH2:9][CH2:10][CH3:11], predict the reactants needed to synthesize it. (5) Given the product [Cl:1][C:2]1[CH:10]=[C:9]([CH:11]([O:14][CH2:15][C:16]2([C:29]3[CH:30]=[CH:31][C:32]([F:35])=[CH:33][CH:34]=3)[CH2:17][CH2:18][N:19]([C:22]([O:24][C:25]([CH3:28])([CH3:26])[CH3:27])=[O:23])[CH2:20][CH2:21]2)[CH2:12][N:45]([CH3:46])[CH3:44])[C:8]2[C:4](=[CH:5][N:6]([CH2:36][O:37][CH2:38][CH2:39][Si:40]([CH3:43])([CH3:41])[CH3:42])[N:7]=2)[CH:3]=1, predict the reactants needed to synthesize it. The reactants are: [Cl:1][C:2]1[CH:10]=[C:9]([CH:11]([O:14][CH2:15][C:16]2([C:29]3[CH:34]=[CH:33][C:32]([F:35])=[CH:31][CH:30]=3)[CH2:21][CH2:20][N:19]([C:22]([O:24][C:25]([CH3:28])([CH3:27])[CH3:26])=[O:23])[CH2:18][CH2:17]2)[CH:12]=O)[C:8]2[C:4](=[CH:5][N:6]([CH2:36][O:37][CH2:38][CH2:39][Si:40]([CH3:43])([CH3:42])[CH3:41])[N:7]=2)[CH:3]=1.[CH3:44][NH:45][CH3:46].C([BH3-])#N.[Na+].CC(O)=O.